This data is from Full USPTO retrosynthesis dataset with 1.9M reactions from patents (1976-2016). The task is: Predict the reactants needed to synthesize the given product. (1) The reactants are: [F:1][C:2]1([F:20])[CH2:5][N:4]([C:6]2[CH:7]=[CH:8][C:9]([C:17]([OH:19])=O)=[N:10][C:11]=2[O:12][CH2:13][CH2:14][O:15][CH3:16])[CH2:3]1.[NH2:21][C@@H:22]([CH2:26][CH:27]([CH3:29])[CH3:28])[C:23]([NH2:25])=[O:24]. Given the product [C:23]([C@@H:22]([NH:21][C:17]([C:9]1[CH:8]=[CH:7][C:6]([N:4]2[CH2:3][C:2]([F:1])([F:20])[CH2:5]2)=[C:11]([O:12][CH2:13][CH2:14][O:15][CH3:16])[N:10]=1)=[O:19])[CH2:26][CH:27]([CH3:29])[CH3:28])(=[O:24])[NH2:25], predict the reactants needed to synthesize it. (2) The reactants are: [Cl:1][C:2]1[N:3]([S:19]([C:22]2[CH:27]=[CH:26][CH:25]=[CH:24][CH:23]=2)(=[O:21])=[O:20])[C:4]([C:13]2[CH:18]=[CH:17][CH:16]=[CH:15][CH:14]=2)=[C:5]([F:12])[C:6]=1[C:7](OCC)=[O:8].[H-].C([Al+]CC(C)C)C(C)C.Cl. Given the product [Cl:1][C:2]1[N:3]([S:19]([C:22]2[CH:27]=[CH:26][CH:25]=[CH:24][CH:23]=2)(=[O:21])=[O:20])[C:4]([C:13]2[CH:14]=[CH:15][CH:16]=[CH:17][CH:18]=2)=[C:5]([F:12])[C:6]=1[CH2:7][OH:8], predict the reactants needed to synthesize it. (3) Given the product [C:1]([CH2:4][NH:5][CH:6]1[CH2:10][CH2:9][N:8]([C:11]2[CH:12]=[CH:13][C:14]([NH:17][C:18](=[O:27])[CH2:19][C:20]3[CH:21]=[CH:22][C:23]([O:26][CH2:28][CH:29]([CH3:31])[CH3:30])=[CH:24][CH:25]=3)=[CH:15][CH:16]=2)[CH2:7]1)(=[O:3])[CH3:2], predict the reactants needed to synthesize it. The reactants are: [C:1]([CH2:4][NH:5][CH:6]1[CH2:10][CH2:9][N:8]([C:11]2[CH:16]=[CH:15][C:14]([NH:17][C:18](=[O:27])[CH2:19][C:20]3[CH:25]=[CH:24][C:23]([OH:26])=[CH:22][CH:21]=3)=[CH:13][CH:12]=2)[CH2:7]1)(=[O:3])[CH3:2].[CH2:28](Br)[CH:29]([CH3:31])[CH3:30]. (4) Given the product [N:9]([CH2:2][CH:3]1[CH2:8][CH2:7][CH2:6][CH2:5][CH2:4]1)=[N+:10]=[N-:11], predict the reactants needed to synthesize it. The reactants are: Br[CH2:2][CH:3]1[CH2:8][CH2:7][CH2:6][CH2:5][CH2:4]1.[N-:9]=[N+:10]=[N-:11].[Na+].